From a dataset of Full USPTO retrosynthesis dataset with 1.9M reactions from patents (1976-2016). Predict the reactants needed to synthesize the given product. (1) Given the product [CH3:21][C@@:38]1([CH2:39][N:7]2[CH:8]=[C:4]([N+:1]([O-:3])=[O:2])[N:5]=[C:6]2[S:9]([C:12]2[CH:13]=[CH:14][C:15]([N+:18]([O-:20])=[O:19])=[CH:16][CH:17]=2)(=[O:11])=[O:10])[CH2:34][O:37]1, predict the reactants needed to synthesize it. The reactants are: [N+:1]([C:4]1[N:5]=[C:6]([S:9]([C:12]2[CH:17]=[CH:16][C:15]([N+:18]([O-:20])=[O:19])=[CH:14][CH:13]=2)(=[O:11])=[O:10])[NH:7][CH:8]=1)([O-:3])=[O:2].[CH3:21]N(C)C=O.C(=O)([O-])[O-].[K+].[K+].[F-].[Cs+].[C:34]([O:37][CH2:38][CH3:39])(=O)C. (2) Given the product [OH:4][C:5]1[C:14]([CH:15]=[N:2][OH:3])=[C:13]2[C:8]([CH:9]=[CH:10][C:11]([CH3:17])=[N:12]2)=[CH:7][CH:6]=1, predict the reactants needed to synthesize it. The reactants are: Cl.[NH2:2][OH:3].[OH:4][C:5]1[C:14]([CH:15]=O)=[C:13]2[C:8]([CH:9]=[CH:10][C:11]([CH3:17])=[N:12]2)=[CH:7][CH:6]=1.[OH-].[Na+]. (3) Given the product [F:42][C:22]([F:21])([F:41])[C:23]([CH3:24])([O:25][C:26]1[CH:31]=[CH:30][C:29]([NH:32][C:2]2[N:7]=[C:6]([NH:8][CH:9]3[CH2:14][C:13]([CH3:16])([CH3:15])[N:12]([CH3:17])[C:11]([CH3:19])([CH3:18])[CH2:10]3)[C:5]([F:20])=[CH:4][N:3]=2)=[CH:28][C:27]=1[N:33]1[C:37](=[O:38])[N:36]([CH3:39])[N:35]=[N:34]1)[CH3:40], predict the reactants needed to synthesize it. The reactants are: Cl[C:2]1[N:7]=[C:6]([NH:8][CH:9]2[CH2:14][C:13]([CH3:16])([CH3:15])[N:12]([CH3:17])[C:11]([CH3:19])([CH3:18])[CH2:10]2)[C:5]([F:20])=[CH:4][N:3]=1.[F:21][C:22]([F:42])([F:41])[C:23]([CH3:40])([O:25][C:26]1[CH:31]=[CH:30][C:29]([NH2:32])=[CH:28][C:27]=1[N:33]1[C:37](=[O:38])[N:36]([CH3:39])[N:35]=[N:34]1)[CH3:24].O.C1(C)C=CC(S(O)(=O)=O)=CC=1. (4) Given the product [O:25]=[C:16]1[CH:15]([NH:14][C:11]([C:9]2[NH:8][C:5]3=[CH:6][N:7]=[C:2]([Cl:1])[CH:3]=[C:4]3[CH:10]=2)=[O:13])[CH2:24][C:23]2[C:18](=[CH:19][CH:20]=[CH:21][CH:22]=2)[NH:17]1, predict the reactants needed to synthesize it. The reactants are: [Cl:1][C:2]1[CH:3]=[C:4]2[CH:10]=[C:9]([C:11]([OH:13])=O)[NH:8][C:5]2=[CH:6][N:7]=1.[NH2:14][CH:15]1[CH2:24][C:23]2[C:18](=[CH:19][CH:20]=[CH:21][CH:22]=2)[NH:17][C:16]1=[O:25].C1C=CC2N(O)N=NC=2C=1.CCN(C(C)C)C(C)C.CCN=C=NCCCN(C)C. (5) The reactants are: [Cl:1][C:2]1[CH:18]=[C:17]([C:19]#[N:20])[CH:16]=[C:15]([Cl:21])[C:3]=1[C:4]([NH:6][C:7]1[C:12]([F:13])=[CH:11][N:10]=[CH:9][C:8]=1[F:14])=O.S(Cl)([Cl:24])=O. Given the product [Cl:1][C:2]1[CH:18]=[C:17]([C:19]#[N:20])[CH:16]=[C:15]([Cl:21])[C:3]=1[C:4]([Cl:24])=[N:6][C:7]1[C:12]([F:13])=[CH:11][N:10]=[CH:9][C:8]=1[F:14], predict the reactants needed to synthesize it. (6) The reactants are: [O:1]=[C:2]1[O:6][C@H:5]([C@@H:7]([NH:15][C:16](=[O:22])[O:17][C:18]([CH3:21])([CH3:20])[CH3:19])[CH2:8][C:9]2[CH:14]=[CH:13][CH:12]=[CH:11][CH:10]=2)[CH2:4][CH:3]1[CH2:23][C:24]1[CH:29]=[CH:28][C:27]([C:30]2[CH:35]=[CH:34][CH:33]=[CH:32][N:31]=2)=[CH:26][CH:25]=1.[OH2:36].[OH-].[Li+].N1C=CN=C1.[Si:44](Cl)([C:47]([CH3:50])([CH3:49])[CH3:48])([CH3:46])[CH3:45]. Given the product [C:18]([O:17][C:16]([NH:15][C@@H:7]([CH2:8][C:9]1[CH:14]=[CH:13][CH:12]=[CH:11][CH:10]=1)[C@@H:5]([O:6][Si:44]([C:47]([CH3:50])([CH3:49])[CH3:48])([CH3:46])[CH3:45])[CH2:4][CH:3]([CH2:23][C:24]1[CH:29]=[CH:28][C:27]([C:30]2[CH:35]=[CH:34][CH:33]=[CH:32][N:31]=2)=[CH:26][CH:25]=1)[C:2]([OH:36])=[O:1])=[O:22])([CH3:20])([CH3:21])[CH3:19], predict the reactants needed to synthesize it. (7) Given the product [Cl:19][CH2:18][CH2:17][CH2:16][CH:15]([CH:20]1[CH2:25][CH2:24][N:23]([C:26]([O:28][C:29]([CH3:32])([CH3:31])[CH3:30])=[O:27])[CH2:22][CH2:21]1)[C:13]([NH:12][NH2:11])=[O:14], predict the reactants needed to synthesize it. The reactants are: C(OC([NH:11][NH:12][C:13]([CH:15]([CH:20]1[CH2:25][CH2:24][N:23]([C:26]([O:28][C:29]([CH3:32])([CH3:31])[CH3:30])=[O:27])[CH2:22][CH2:21]1)[CH2:16][CH2:17][CH2:18][Cl:19])=[O:14])=O)C1C=CC=CC=1.